From a dataset of Reaction yield outcomes from USPTO patents with 853,638 reactions. Predict the reaction yield, written as a fraction of the theoretical maximum amount of product (1.0 means a 100% yield; for example, 0.34 means a 34% yield). (1) The product is [ClH:1].[Cl:1][C:2]1[CH:7]=[CH:6][CH:5]=[CH:4][C:3]=1[CH2:8][N:9]1[C:13]([CH2:14][Cl:22])=[CH:12][N:11]=[C:10]1[S:16][CH2:17][CH2:18][CH3:19]. The reactants are [Cl:1][C:2]1[CH:7]=[CH:6][CH:5]=[CH:4][C:3]=1[CH2:8][N:9]1[C:13]([CH2:14]O)=[CH:12][N:11]=[C:10]1[S:16][CH2:17][CH2:18][CH3:19].S(Cl)([Cl:22])=O. The yield is 0.940. No catalyst specified. (2) The reactants are C[O:2][C:3]([C:5]1[C:18]2[C:17](=O)[C:16]3[C:11](=[CH:12][CH:13]=C(CBr)[CH:15]=3)[O:10][C:9]=2[CH:8]=[CH:7][CH:6]=1)=O.[NH2:22][NH2:23].[CH2:24]([OH:26])[CH3:25]. The catalyst is O.CC(C)=O.[N+]([O-])([O-])=O.[Ag+]. The product is [OH:26][CH2:24][C:25]1[CH:13]=[CH:12][C:11]2[O:10][C:9]3[C:18]4=[C:5]([C:3](=[O:2])[NH:22][N:23]=[C:17]4[C:16]=2[CH:15]=1)[CH:6]=[CH:7][CH:8]=3. The yield is 0.950. (3) The reactants are [Cl:1][C:2]1[CH:3]=[CH:4][C:5]([NH:8][C:9]([C:11]2[CH:16]=[C:15]([Cl:17])[CH:14]=[CH:13][C:12]=2[NH:18][C:19]([C:21]2[CH:26]=[CH:25][C:24]([C:27]3[CH:32]=[CH:31][CH:30]=[CH:29][C:28]=3[S:33]([CH3:44])(=[N:35][C:36]([CH:38]3[CH2:43][CH2:42][NH:41][CH2:40][CH2:39]3)=[O:37])=[O:34])=[CH:23][CH:22]=2)=[O:20])=[O:10])=[N:6][CH:7]=1.[CH2:45](I)[CH3:46]. No catalyst specified. The product is [Cl:1][C:2]1[CH:3]=[CH:4][C:5]([NH:8][C:9]([C:11]2[CH:16]=[C:15]([Cl:17])[CH:14]=[CH:13][C:12]=2[NH:18][C:19]([C:21]2[CH:22]=[CH:23][C:24]([C:27]3[CH:32]=[CH:31][CH:30]=[CH:29][C:28]=3[S:33]([CH3:44])(=[N:35][C:36]([CH:38]3[CH2:43][CH2:42][N:41]([CH2:45][CH3:46])[CH2:40][CH2:39]3)=[O:37])=[O:34])=[CH:25][CH:26]=2)=[O:20])=[O:10])=[N:6][CH:7]=1. The yield is 0.770. (4) The reactants are [OH:1][C:2]1[CH:3]=[C:4]2[C:9](=[CH:10][CH:11]=1)[CH:8]=[C:7]([C@:12]1([CH3:18])[CH2:16][O:15][C:14](=[O:17])[NH:13]1)[CH:6]=[CH:5]2.C(#N)C.[Cl:22]N1C(=O)CCC1=O. No catalyst specified. The product is [Cl:22][C:3]1[C:2]([OH:1])=[CH:11][CH:10]=[C:9]2[C:4]=1[CH:5]=[CH:6][C:7]([C@:12]1([CH3:18])[CH2:16][O:15][C:14](=[O:17])[NH:13]1)=[CH:8]2. The yield is 0.620. (5) The catalyst is CS(C)=O.O.O.O.O.[Fe](Cl)Cl.C(OCC)(=O)C. The product is [Cl:15][C:16]1[CH:17]=[C:18]2[C:23](=[CH:24][C:25]=1[Cl:26])[N:22]=[CH:21][CH:20]=[C:2]2[CH:3]=[O:5]. The reactants are F[C:2](F)(F)[C:3]([OH:5])=O.C(I)(C)(C)C.II.[Cl:15][C:16]1[CH:17]=[C:18]2[C:23](=[CH:24][C:25]=1[Cl:26])[N:22]=[CH:21][CH:20]=C2C.S([O-])([O-])(=O)=S.[Na+].[Na+].C(=O)([O-])O.[Na+]. The yield is 0.990.